Dataset: Peptide-MHC class I binding affinity with 185,985 pairs from IEDB/IMGT. Task: Regression. Given a peptide amino acid sequence and an MHC pseudo amino acid sequence, predict their binding affinity value. This is MHC class I binding data. (1) The peptide sequence is DVSLSAYIIR. The MHC is HLA-A33:01 with pseudo-sequence HLA-A33:01. The binding affinity (normalized) is 0.351. (2) The binding affinity (normalized) is 0.0475. The MHC is HLA-A31:01 with pseudo-sequence HLA-A31:01. The peptide sequence is TIKYSNDNRY. (3) The peptide sequence is ALRPSSQVF. The MHC is HLA-B15:01 with pseudo-sequence HLA-B15:01. The binding affinity (normalized) is 0.960. (4) The peptide sequence is KQWGWFALL. The MHC is HLA-B57:01 with pseudo-sequence HLA-B57:01. The binding affinity (normalized) is 0.0847. (5) The peptide sequence is LIFPAFFLC. The MHC is HLA-A30:01 with pseudo-sequence HLA-A30:01. The binding affinity (normalized) is 0.0847. (6) The peptide sequence is AGPLCIRM. The MHC is Mamu-A01 with pseudo-sequence Mamu-A01. The binding affinity (normalized) is 0.412.